From a dataset of Peptide-MHC class II binding affinity with 134,281 pairs from IEDB. Regression. Given a peptide amino acid sequence and an MHC pseudo amino acid sequence, predict their binding affinity value. This is MHC class II binding data. (1) The peptide sequence is HGSEEWEPLTKKGNVWEVKS. The MHC is HLA-DPA10201-DPB11401 with pseudo-sequence HLA-DPA10201-DPB11401. The binding affinity (normalized) is 0.193. (2) The peptide sequence is VKQNTLKLATGMRNV. The MHC is HLA-DPA10201-DPB11401 with pseudo-sequence HLA-DPA10201-DPB11401. The binding affinity (normalized) is 0.331.